This data is from Forward reaction prediction with 1.9M reactions from USPTO patents (1976-2016). The task is: Predict the product of the given reaction. (1) Given the reactants [CH3:1][C:2]([Si:5]([CH3:22])([CH3:21])[O:6][C@H:7]1[CH2:11][CH2:10][N:9]([C:12]([O:14][C:15]([CH3:18])([CH3:17])[CH3:16])=[O:13])[C@@H:8]1[CH2:19][OH:20])([CH3:4])[CH3:3].[CH3:23][S:24](Cl)(=[O:26])=[O:25].C(N(CC)CC)C.O, predict the reaction product. The product is: [CH3:4][C:2]([Si:5]([CH3:22])([CH3:21])[O:6][C@H:7]1[CH2:11][CH2:10][N:9]([C:12]([O:14][C:15]([CH3:16])([CH3:18])[CH3:17])=[O:13])[C@@H:8]1[CH2:19][O:20][S:24]([CH3:23])(=[O:26])=[O:25])([CH3:1])[CH3:3]. (2) Given the reactants [O:1]1[CH2:5][CH2:4][CH:3]([CH:6]2[C:15]3[C:10](=[CH:11][CH:12]=[CH:13][CH:14]=3)[NH:9][CH2:8][CH2:7]2)[CH2:2]1.I[CH2:17][C:18]([NH2:20])=[O:19].CCN(C(C)C)C(C)C.[OH-].[Na+], predict the reaction product. The product is: [O:1]1[CH2:5][CH2:4][CH:3]([CH:6]2[C:15]3[C:10](=[CH:11][CH:12]=[CH:13][CH:14]=3)[N:9]([CH2:17][C:18]([NH2:20])=[O:19])[CH2:8][CH2:7]2)[CH2:2]1.